Predict which catalyst facilitates the given reaction. From a dataset of Catalyst prediction with 721,799 reactions and 888 catalyst types from USPTO. (1) Reactant: [CH2:1](OC(OCC)CBr)[CH3:2].Cl.C([O-])(O)=O.[Na+].[CH3:16][O:17][C:18]([C:20]1[S:24][C:23]([NH2:25])=[N:22][C:21]=1[CH3:26])=[O:19]. Product: [CH3:16][O:17][C:18]([C:20]1[S:24][C:23]2=[N:25][CH:1]=[CH:2][N:22]2[C:21]=1[CH3:26])=[O:19]. The catalyst class is: 127. (2) Product: [CH3:8][O:9][C:10]([CH:12]1[CH:16]([C@@H:17]([CH3:27])[CH2:18][OH:19])[CH2:15][N:14]([C:28]([O:30][CH2:31][C:32]2[CH:37]=[CH:36][CH:35]=[CH:34][CH:33]=2)=[O:29])[CH2:13]1)=[O:11]. Reactant: N1C=CC=CC=1.F.[CH3:8][O:9][C:10]([CH:12]1[CH:16]([C@@H:17]([CH3:27])[CH2:18][O:19][Si](C(C)(C)C)(C)C)[CH2:15][N:14]([C:28]([O:30][CH2:31][C:32]2[CH:37]=[CH:36][CH:35]=[CH:34][CH:33]=2)=[O:29])[CH2:13]1)=[O:11]. The catalyst class is: 17. (3) Reactant: COC1C=C(OC)C=C(OC)C=1C[S:6][C:7]1[CH:12]=[CH:11][CH:10]=[CH:9][C:8]=1[C:13]1[CH:18]=[CH:17][CH:16]=[C:15]([OH:19])[CH:14]=1.C(O)(C(F)(F)F)=O.C([SiH](CC)CC)C.C(Cl)Cl. Product: [SH:6][C:7]1[CH:12]=[CH:11][CH:10]=[CH:9][C:8]=1[C:13]1[CH:18]=[CH:17][CH:16]=[C:15]([OH:19])[CH:14]=1. The catalyst class is: 6. (4) Reactant: [NH:1]1[C:9]2[C:4](=[CH:5][CH:6]=[CH:7][CH:8]=2)[C:3]([CH:10]2[C:18]3[C:13](=[CH:14][CH:15]=[CH:16][CH:17]=3)[C:12](=[O:19])[N:11]2[CH3:20])=[CH:2]1.C([O-])([O-])=O.[K+].[K+].Br[CH2:28][C:29]([O:31]C(C)(C)C)=[O:30]. Product: [CH3:20][N:11]1[C:12](=[O:19])[C:13]2[C:18](=[CH:17][CH:16]=[CH:15][CH:14]=2)[CH:10]1[C:3]1[C:4]2[C:9](=[CH:8][CH:7]=[CH:6][CH:5]=2)[N:1]([CH2:28][C:29]([OH:31])=[O:30])[CH:2]=1. The catalyst class is: 31.